From a dataset of Forward reaction prediction with 1.9M reactions from USPTO patents (1976-2016). Predict the product of the given reaction. Given the reactants [CH3:1][CH2:2][OH:3].[K].Cl[C:6]1[C:7]([C:16]([F:19])([F:18])[F:17])=[CH:8][C:9]([N+:13]([O-:15])=[O:14])=[C:10]([NH2:12])[CH:11]=1.Cl, predict the reaction product. The product is: [CH2:2]([O:3][C:6]1[C:7]([C:16]([F:17])([F:19])[F:18])=[CH:8][C:9]([N+:13]([O-:15])=[O:14])=[C:10]([NH2:12])[CH:11]=1)[CH3:1].